From a dataset of Reaction yield outcomes from USPTO patents with 853,638 reactions. Predict the reaction yield, written as a fraction of the theoretical maximum amount of product (1.0 means a 100% yield; for example, 0.34 means a 34% yield). (1) The reactants are C[O:2][C:3](=[O:39])[CH2:4][CH2:5][C:6]1([CH2:16][CH2:17][CH2:18][S:19][C:20]([C:33]2[CH:38]=[CH:37][CH:36]=[CH:35][CH:34]=2)([C:27]2[CH:32]=[CH:31][CH:30]=[CH:29][CH:28]=2)[C:21]2[CH:26]=[CH:25][CH:24]=[CH:23][CH:22]=2)[C:11](=[O:12])[O:10]C(C)(C)[O:8][C:7]1=[O:15].[OH-].[Na+]. The catalyst is O1CCOCC1.O. The product is [C:27]1([C:20]([C:33]2[CH:38]=[CH:37][CH:36]=[CH:35][CH:34]=2)([C:21]2[CH:26]=[CH:25][CH:24]=[CH:23][CH:22]=2)[S:19][CH2:18][CH2:17][CH2:16][C:6]([C:11]([OH:12])=[O:10])([C:7]([OH:15])=[O:8])[CH2:5][CH2:4][C:3]([OH:39])=[O:2])[CH:32]=[CH:31][CH:30]=[CH:29][CH:28]=1. The yield is -1.00. (2) The reactants are C([O:3][C:4](=[O:38])[CH2:5][NH:6][C:7]([C:9]1[C:14]([O:15]CC2C=CC=CC=2)=[C:13]([CH3:23])[N:12]=[C:11]([CH2:24][CH:25]2[CH2:30][CH2:29][N:28]([C:31]3[CH:36]=[CH:35][C:34](Br)=[CH:33][N:32]=3)[CH2:27][CH2:26]2)[N:10]=1)=[O:8])C.Br[C:40]1[CH:54]=[CH:53][C:43]([CH2:44][O:45][Si](C(C)(C)C)(C)C)=[C:42]([F:55])[CH:41]=1. No catalyst specified. The product is [F:55][C:42]1[CH:41]=[C:40]([C:34]2[CH:35]=[CH:36][C:31]([N:28]3[CH2:27][CH2:26][CH:25]([CH2:24][C:11]4[N:10]=[C:9]([C:7]([NH:6][CH2:5][C:4]([OH:3])=[O:38])=[O:8])[C:14]([OH:15])=[C:13]([CH3:23])[N:12]=4)[CH2:30][CH2:29]3)=[N:32][CH:33]=2)[CH:54]=[CH:53][C:43]=1[CH2:44][OH:45]. The yield is 0.210.